This data is from Forward reaction prediction with 1.9M reactions from USPTO patents (1976-2016). The task is: Predict the product of the given reaction. (1) Given the reactants [Br:1][C:2]1[CH:7]=[CH:6][C:5]([S:8](Cl)(=[O:10])=[O:9])=[CH:4][CH:3]=1.[NH:12]1[CH2:15][CH2:14][CH2:13]1, predict the reaction product. The product is: [Br:1][C:2]1[CH:7]=[CH:6][C:5]([S:8]([N:12]2[CH2:15][CH2:14][CH2:13]2)(=[O:10])=[O:9])=[CH:4][CH:3]=1. (2) Given the reactants Br[C:2]1[C:6]2[CH2:7][N:8]([C:11]([O:13][C:14]([CH3:17])([CH3:16])[CH3:15])=[O:12])[CH2:9][CH2:10][C:5]=2[N:4]([CH:18]2[CH2:23][CH2:22][N:21]([CH:24]3[CH2:27][O:26][CH2:25]3)[CH2:20][CH2:19]2)[N:3]=1.[CH3:28][N:29]1[C:38]2[C:33](=[CH:34][C:35]([C:45]([F:48])([F:47])[F:46])=[C:36]([C:39]3[CH:40]=[N:41][N:42]([CH3:44])[CH:43]=3)[CH:37]=2)[NH:32][CH2:31][CH2:30]1.C(O[Na])(C)(C)C.C1(P(C2CCCCC2)C2C=CC=CC=2C2C(OC(C)C)=CC=CC=2OC(C)C)CCCCC1, predict the reaction product. The product is: [CH3:28][N:29]1[C:38]2[C:33](=[CH:34][C:35]([C:45]([F:47])([F:46])[F:48])=[C:36]([C:39]3[CH:40]=[N:41][N:42]([CH3:44])[CH:43]=3)[CH:37]=2)[N:32]([C:2]2[C:6]3[CH2:7][N:8]([C:11]([O:13][C:14]([CH3:17])([CH3:16])[CH3:15])=[O:12])[CH2:9][CH2:10][C:5]=3[N:4]([CH:18]3[CH2:23][CH2:22][N:21]([CH:24]4[CH2:27][O:26][CH2:25]4)[CH2:20][CH2:19]3)[N:3]=2)[CH2:31][CH2:30]1. (3) The product is: [CH:1]1([C@@H:5]([N:7]([CH2:19][C:18]#[CH:17])[S:8]([C:10]([CH3:12])([CH3:11])[CH3:13])=[O:9])[CH3:6])[CH2:4][CH2:3][CH2:2]1. Given the reactants [CH:1]1([C@@H:5]([NH:7][S:8]([C:10]([CH3:13])([CH3:12])[CH3:11])=[O:9])[CH3:6])[CH2:4][CH2:3][CH2:2]1.[H-].[Na+].Br[CH2:17][C:18]#[CH:19], predict the reaction product. (4) Given the reactants Br[CH2:2][C:3]([C:5]1[CH:10]=[CH:9][CH:8]=[CH:7][CH:6]=1)=[O:4].[OH2:11].[C:12]([O:15][CH2:16][CH3:17])(=[O:14])[CH3:13], predict the reaction product. The product is: [O:11]=[C:5]1[CH:10]([CH2:2][C:3](=[O:4])[C:5]2[CH:10]=[CH:9][CH:8]=[CH:7][CH:6]=2)[CH2:9][CH2:8][CH2:7][CH:6]1[CH2:13][C:12]([O:15][CH2:16][CH3:17])=[O:14].